From a dataset of Catalyst prediction with 721,799 reactions and 888 catalyst types from USPTO. Predict which catalyst facilitates the given reaction. (1) Reactant: [CH3:1][O:2][C:3]1[CH:8]=[CH:7][C:6]([N+:9]([O-:11])=[O:10])=[CH:5][C:4]=1[C:12]1[N:16]([CH3:17])[N:15]=[CH:14][CH:13]=1.C1C(=O)N([Br:25])C(=O)C1.CCOC(C)=O.CCCCCC. Product: [Br:25][C:13]1[CH:14]=[N:15][N:16]([CH3:17])[C:12]=1[C:4]1[CH:5]=[C:6]([N+:9]([O-:11])=[O:10])[CH:7]=[CH:8][C:3]=1[O:2][CH3:1]. The catalyst class is: 31. (2) Reactant: [CH2:1]([O:8][CH2:9][C@H:10]([NH:13][C:14]([C:27]1[CH:32]=[CH:31][CH:30]=[CH:29][CH:28]=1)([C:21]1[CH:26]=[CH:25][CH:24]=[CH:23][CH:22]=1)[C:15]1[CH:20]=[CH:19][CH:18]=[CH:17][CH:16]=1)[CH2:11][OH:12])[C:2]1[CH:7]=[CH:6][CH:5]=[CH:4][CH:3]=1.C(N(CC)CC)C.[Si:40](Cl)([C:43]([CH3:46])([CH3:45])[CH3:44])([CH3:42])[CH3:41]. Product: [CH2:1]([O:8][CH2:9][C@H:10]([NH:13][C:14]([C:27]1[CH:32]=[CH:31][CH:30]=[CH:29][CH:28]=1)([C:21]1[CH:22]=[CH:23][CH:24]=[CH:25][CH:26]=1)[C:15]1[CH:16]=[CH:17][CH:18]=[CH:19][CH:20]=1)[CH2:11][O:12][Si:40]([C:43]([CH3:46])([CH3:45])[CH3:44])([CH3:42])[CH3:41])[C:2]1[CH:3]=[CH:4][CH:5]=[CH:6][CH:7]=1. The catalyst class is: 64. (3) Reactant: [NH2:1][C:2]1[N:10]=[CH:9][CH:8]=[CH:7][C:3]=1[C:4]([OH:6])=O.ON1C2C=CC=CC=2N=N1.CCN=C=NCCCN(C)C.[CH3:32][C:33]1[CH:47]=[CH:46][C:45]([CH3:48])=[CH:44][C:34]=1[O:35][C:36]1[CH:43]=[CH:42][C:39]([CH2:40][NH2:41])=[CH:38][CH:37]=1.C(=O)(O)[O-].[Na+]. Product: [CH3:32][C:33]1[CH:47]=[CH:46][C:45]([CH3:48])=[CH:44][C:34]=1[O:35][C:36]1[CH:37]=[CH:38][C:39]([CH2:40][NH:41][C:4](=[O:6])[C:3]2[CH:7]=[CH:8][CH:9]=[N:10][C:2]=2[NH2:1])=[CH:42][CH:43]=1. The catalyst class is: 3.